This data is from NCI-60 drug combinations with 297,098 pairs across 59 cell lines. The task is: Regression. Given two drug SMILES strings and cell line genomic features, predict the synergy score measuring deviation from expected non-interaction effect. Drug 1: CC(C)(C#N)C1=CC(=CC(=C1)CN2C=NC=N2)C(C)(C)C#N. Drug 2: C1=NNC2=C1C(=O)NC=N2. Cell line: OVCAR-5. Synergy scores: CSS=7.06, Synergy_ZIP=-0.807, Synergy_Bliss=0.800, Synergy_Loewe=-0.775, Synergy_HSA=0.511.